This data is from Full USPTO retrosynthesis dataset with 1.9M reactions from patents (1976-2016). The task is: Predict the reactants needed to synthesize the given product. (1) Given the product [O:36]1[CH2:37][CH2:38][CH2:39][C@@H:35]1[CH2:34][N:1]1[C:9]2[C:4](=[CH:5][CH:6]=[CH:7][CH:8]=2)[C:3]2([C:13]3[CH:14]=[C:15]4[C:20](=[CH:21][C:12]=3[O:11][CH2:10]2)[O:19][CH2:18][CH2:17][CH2:16]4)[C:2]1=[O:22], predict the reactants needed to synthesize it. The reactants are: [NH:1]1[C:9]2[C:4](=[CH:5][CH:6]=[CH:7][CH:8]=2)[C:3]2([C:13]3[CH:14]=[C:15]4[C:20](=[CH:21][C:12]=3[O:11][CH2:10]2)[O:19][CH2:18][CH2:17][CH2:16]4)[C:2]1=[O:22].CC1C=CC(S(O[CH2:34][C@H:35]2[CH2:39][CH2:38][CH2:37][O:36]2)(=O)=O)=CC=1.BrCC1CCCCO1. (2) Given the product [Br:8][C:4]1[CH:3]=[C:2]([C:13]2[CH:12]=[N:11][N:10]([CH3:9])[CH:14]=2)[CH:7]=[CH:6][CH:5]=1, predict the reactants needed to synthesize it. The reactants are: Br[C:2]1[CH:7]=[CH:6][CH:5]=[C:4]([Br:8])[CH:3]=1.[CH3:9][N:10]1[CH:14]=[C:13](B2OC(C)(C)C(C)(C)O2)[CH:12]=[N:11]1.P([O-])([O-])([O-])=O.[K+].[K+].[K+]. (3) Given the product [C:8]([C:4]1[CH:5]=[CH:6][CH:7]=[C:2]([F:1])[C:3]=1[CH2:14][C:15]([OH:17])=[O:16])#[CH:9], predict the reactants needed to synthesize it. The reactants are: [F:1][C:2]1[CH:7]=[CH:6][CH:5]=[C:4]([C:8]#[C:9][Si](C)(C)C)[C:3]=1[CH2:14][C:15]([O:17]CC)=[O:16]. (4) Given the product [CH3:1][S:2]([C:5]1[CH:10]=[CH:9][C:8]([CH:11]([NH:16][CH2:15][CH2:14][NH2:17])[CH3:12])=[CH:7][CH:6]=1)(=[O:4])=[O:3], predict the reactants needed to synthesize it. The reactants are: [CH3:1][S:2]([C:5]1[CH:10]=[CH:9][C:8]([C:11](=O)[CH3:12])=[CH:7][CH:6]=1)(=[O:4])=[O:3].[CH2:14]([NH2:17])[CH2:15][NH2:16].[BH4-].[Na+].Cl.